The task is: Predict the product of the given reaction.. This data is from Forward reaction prediction with 1.9M reactions from USPTO patents (1976-2016). (1) Given the reactants [C:1]([O:5][C:6](=[O:23])[N:7]([CH2:9][CH2:10][CH2:11][CH2:12][NH:13][CH2:14][C:15]1[C:20]([CH3:21])=[CH:19][C:18]([Cl:22])=[CH:17][N:16]=1)[CH3:8])([CH3:4])([CH3:3])[CH3:2].[F:24][C:25]1[CH:30]=[CH:29][C:28]([C:31]([C:34]2[C:35]([CH:40]=O)=[N:36][CH:37]=[CH:38][CH:39]=2)([CH3:33])[CH3:32])=[CH:27][CH:26]=1.[BH-](OC(C)=O)(OC(C)=O)OC(C)=O.[Na+], predict the reaction product. The product is: [C:1]([O:5][C:6](=[O:23])[N:7]([CH2:9][CH2:10][CH2:11][CH2:12][N:13]([CH2:14][C:15]1[C:20]([CH3:21])=[CH:19][C:18]([Cl:22])=[CH:17][N:16]=1)[CH2:40][C:35]1[C:34]([C:31]([C:28]2[CH:27]=[CH:26][C:25]([F:24])=[CH:30][CH:29]=2)([CH3:33])[CH3:32])=[CH:39][CH:38]=[CH:37][N:36]=1)[CH3:8])([CH3:4])([CH3:2])[CH3:3]. (2) Given the reactants [F:1][C:2]([F:33])([F:32])[C:3]1([CH2:8][N:9]2[CH2:14][CH2:13][CH:12]([CH2:15][O:16][C:17]3[N:22]=[CH:21][C:20]([C:23]4[CH:31]=[CH:30][C:26]([C:27]([OH:29])=O)=[CH:25][CH:24]=4)=[CH:19][CH:18]=3)[CH2:11][CH2:10]2)[CH2:7][CH2:6][CH2:5][CH2:4]1.[NH:34]1[CH2:38][CH2:37][C@H:36]([OH:39])[CH2:35]1.C(Cl)CCl.C1C=CC2N(O)N=NC=2C=1.CCN(C(C)C)C(C)C, predict the reaction product. The product is: [OH:39][C@H:36]1[CH2:37][CH2:38][N:34]([C:27]([C:26]2[CH:25]=[CH:24][C:23]([C:20]3[CH:21]=[N:22][C:17]([O:16][CH2:15][CH:12]4[CH2:11][CH2:10][N:9]([CH2:8][C:3]5([C:2]([F:33])([F:1])[F:32])[CH2:4][CH2:5][CH2:6][CH2:7]5)[CH2:14][CH2:13]4)=[CH:18][CH:19]=3)=[CH:31][CH:30]=2)=[O:29])[CH2:35]1. (3) Given the reactants Br[C:2]1[CH:7]=[CH:6][C:5]([NH:8][C:9]([C:11]2[NH:12][CH:13]=[C:14]([C:16]#[N:17])[N:15]=2)=[O:10])=[C:4]([C:18]2[CH2:23][CH2:22][C:21]([CH3:25])([CH3:24])[CH2:20][CH:19]=2)[CH:3]=1.[CH3:26][C:27]1([CH3:41])[CH2:32][C:31](=[O:33])[CH2:30][C:29]([CH3:35])([CH3:34])[N:28]1[CH2:36][C:37]([F:40])([F:39])[F:38], predict the reaction product. The product is: [CH3:24][C:21]1([CH3:25])[CH2:22][CH2:23][C:18]([C:4]2[CH:3]=[C:2]([C:31]3([OH:33])[CH2:30][C:29]([CH3:35])([CH3:34])[N:28]([CH2:36][C:37]([F:38])([F:39])[F:40])[C:27]([CH3:41])([CH3:26])[CH2:32]3)[CH:7]=[CH:6][C:5]=2[NH:8][C:9]([C:11]2[NH:12][CH:13]=[C:14]([C:16]#[N:17])[N:15]=2)=[O:10])=[CH:19][CH2:20]1. (4) Given the reactants [Cl:1][C:2]1[CH:7]=[CH:6][C:5]([C:8]2([CH3:39])[C:12]([C:14]3[CH:19]=[CH:18][C:17]([Cl:20])=[CH:16][CH:15]=3)([CH3:13])[NH:11][C:10]([C:21]3[C:22]([O:36][CH2:37][CH3:38])=[CH:23][C:24]([Cl:35])=[C:25]([S:27]([NH:30][C:31]([CH3:34])([CH3:33])[CH3:32])(=[O:29])=[O:28])[CH:26]=3)=[N:9]2)=[CH:4][CH:3]=1.[C:40](Cl)([Cl:42])=[O:41], predict the reaction product. The product is: [C:31]([NH:30][S:27]([C:25]1[C:24]([Cl:35])=[CH:23][C:22]([O:36][CH2:37][CH3:38])=[C:21]([C:10]2[N:9]([C:40]([Cl:42])=[O:41])[C:8]([C:5]3[CH:4]=[CH:3][C:2]([Cl:1])=[CH:7][CH:6]=3)([CH3:39])[C:12]([C:14]3[CH:15]=[CH:16][C:17]([Cl:20])=[CH:18][CH:19]=3)([CH3:13])[N:11]=2)[CH:26]=1)(=[O:29])=[O:28])([CH3:32])([CH3:33])[CH3:34].